This data is from Full USPTO retrosynthesis dataset with 1.9M reactions from patents (1976-2016). The task is: Predict the reactants needed to synthesize the given product. (1) Given the product [C:16]([O:20][C:21]([N:23]1[CH2:28][CH2:27][CH:26]([NH:14][C:8]2[CH:9]=[CH:10][C:11]([Cl:13])=[CH:12][C:7]=2[CH:6]=[CH:5][C:4]([O:3][CH2:1][CH3:2])=[O:15])[CH2:25][CH2:24]1)=[O:22])([CH3:19])([CH3:17])[CH3:18], predict the reactants needed to synthesize it. The reactants are: [CH2:1]([O:3][C:4](=[O:15])[CH:5]=[CH:6][C:7]1[CH:12]=[C:11]([Cl:13])[CH:10]=[CH:9][C:8]=1[NH2:14])[CH3:2].[C:16]([O:20][C:21]([N:23]1[CH2:28][CH2:27][C:26](=O)[CH2:25][CH2:24]1)=[O:22])([CH3:19])([CH3:18])[CH3:17].C(O[BH-](OC(=O)C)OC(=O)C)(=O)C.[Na+].C(O)(=O)C.C([O-])(O)=O.[Na+]. (2) Given the product [CH:18]([NH:1][C:2]1[CH:14]=[CH:13][C:5]([C:6]([O:8][C:9]([CH3:10])([CH3:11])[CH3:12])=[O:7])=[CH:4][CH:3]=1)=[O:19], predict the reactants needed to synthesize it. The reactants are: [NH2:1][C:2]1[CH:14]=[CH:13][C:5]([C:6]([O:8][C:9]([CH3:12])([CH3:11])[CH3:10])=[O:7])=[CH:4][CH:3]=1.CN1CC[O:19][CH2:18]C1.C(O)=O. (3) The reactants are: Cl[C:2]1[C:11]2[C:6](=[C:7]([C:12]3[C:17]([CH3:18])=[CH:16][C:15]([CH3:19])=[CH:14][C:13]=3[CH3:20])[N:8]=[CH:9][CH:10]=2)[N:5]=[C:4]([CH3:21])[C:3]=1[CH2:22][CH2:23]Cl. Given the product [CH2:7]([CH:6]([N:5]1[C:2]2[C:11]3[CH:10]=[CH:9][N:8]=[C:7]([C:12]4[C:17]([CH3:18])=[CH:16][C:15]([CH3:19])=[CH:14][C:13]=4[CH3:20])[C:6]=3[N:5]=[C:4]([CH3:21])[C:3]=2[CH2:22][CH2:23]1)[CH2:11][CH3:10])[CH3:12], predict the reactants needed to synthesize it. (4) Given the product [F:13][C:14]1[C:15]([NH:24][C:25]2[CH:30]=[CH:29][C:28]([I:31])=[CH:27][C:26]=2[F:32])=[C:16]([C:17]([N:10]2[CH2:11][C:8]([C@@H:3]3[CH2:4][CH2:5][CH2:6][CH2:7][C@@H:2]3[OH:1])([OH:12])[CH2:9]2)=[O:18])[CH:20]=[CH:21][C:22]=1[F:23], predict the reactants needed to synthesize it. The reactants are: [OH:1][CH:2]1[CH2:7][CH2:6][CH2:5][CH2:4][CH:3]1[C:8]1([OH:12])[CH2:11][NH:10][CH2:9]1.[F:13][C:14]1[C:15]([NH:24][C:25]2[CH:30]=[CH:29][C:28]([I:31])=[CH:27][C:26]=2[F:32])=[C:16]([CH:20]=[CH:21][C:22]=1[F:23])[C:17](F)=[O:18]. (5) Given the product [F:50][C:2]([F:1])([F:49])[C:3]1[CH:4]=[C:5]([C@H:13]2[O:17][C:16](=[O:18])[N:15]([CH2:19][C:20]3[CH:25]=[C:24]([C:26]([F:29])([F:28])[F:27])[CH:23]=[CH:22][C:21]=3[C:30]3[CH:31]=[C:32]([C:38]4[C:39]([C:44]([OH:46])=[O:45])=[CH:40][CH:41]=[CH:42][CH:43]=4)[CH:33]=[CH:34][C:35]=3[O:36][CH3:37])[C@H:14]2[CH3:48])[CH:6]=[C:7]([C:9]([F:10])([F:12])[F:11])[CH:8]=1, predict the reactants needed to synthesize it. The reactants are: [F:1][C:2]([F:50])([F:49])[C:3]1[CH:4]=[C:5]([C@H:13]2[O:17][C:16](=[O:18])[N:15]([CH2:19][C:20]3[CH:25]=[C:24]([C:26]([F:29])([F:28])[F:27])[CH:23]=[CH:22][C:21]=3[C:30]3[CH:31]=[C:32]([C:38]4[C:39]([C:44]([O:46]C)=[O:45])=[CH:40][CH:41]=[CH:42][CH:43]=4)[CH:33]=[CH:34][C:35]=3[O:36][CH3:37])[C@H:14]2[CH3:48])[CH:6]=[C:7]([C:9]([F:12])([F:11])[F:10])[CH:8]=1.[OH-].[K+].O.Cl. (6) Given the product [O:31]=[C:26]1[CH2:27][CH2:28][C:29](=[O:30])[N:25]1[O:6][C:4](=[O:5])[CH2:3][CH:2]([NH:1][C:17]([O:19][C:20]([CH3:23])([CH3:22])[CH3:21])=[O:18])[C:7]([O:9][CH2:10][C:11]1[CH:16]=[CH:15][CH:14]=[CH:13][CH:12]=1)=[O:8], predict the reactants needed to synthesize it. The reactants are: [NH:1]([C:17]([O:19][C:20]([CH3:23])([CH3:22])[CH3:21])=[O:18])[C@H:2]([C:7]([O:9][CH2:10][C:11]1[CH:16]=[CH:15][CH:14]=[CH:13][CH:12]=1)=[O:8])[CH2:3][C:4](=[O:6])[OH:5].O[N:25]1[C:29](=[O:30])[CH2:28][CH2:27][C:26]1=[O:31].C1(N=C=NC2CCCCC2)CCCCC1. (7) The reactants are: [F:1][C:2]([F:36])([F:35])[C:3]1[CH:34]=[CH:33][C:6]([CH2:7][N:8]2[C:31](=[O:32])[N:11]3[NH:12][CH:13]([CH3:30])[C:14]([C:23]4[CH:28]=[CH:27][C:26]([Cl:29])=[CH:25][CH:24]=4)=[C:15]([C:16]4[CH:21]=[CH:20][C:19]([Cl:22])=[CH:18][CH:17]=4)[C:10]3=[N:9]2)=[CH:5][CH:4]=1.C(N(C(C)C)CC)(C)C.[C:46](Cl)(=[O:48])[CH3:47]. Given the product [F:36][C:2]([F:35])([F:1])[C:3]1[CH:4]=[CH:5][C:6]([CH2:7][N:8]2[C:31](=[O:32])[N:11]3[N:12]([C:46](=[O:48])[CH3:47])[CH:13]([CH3:30])[C:14]([C:23]4[CH:28]=[CH:27][C:26]([Cl:29])=[CH:25][CH:24]=4)=[C:15]([C:16]4[CH:17]=[CH:18][C:19]([Cl:22])=[CH:20][CH:21]=4)[C:10]3=[N:9]2)=[CH:33][CH:34]=1, predict the reactants needed to synthesize it. (8) Given the product [ClH:3].[NH2:6][CH2:7][C:8](=[O:14])[CH2:9][CH2:10][C:11]([O:13][CH2:7]/[CH:8]=[CH:9]\[CH2:10][CH3:11])=[O:12], predict the reactants needed to synthesize it. The reactants are: S(Cl)([Cl:3])=O.Cl.[NH2:6][CH2:7][C:8](=[O:14])[CH2:9][CH2:10][C:11]([OH:13])=[O:12]. (9) Given the product [CH:21]([C:24]1[N:29]=[CH:28][C:27]([CH2:30][NH:31][C:2]2[C:3]3[CH2:11][N:10]([C:12]4[CH:19]=[CH:18][C:17]([CH3:20])=[CH:16][C:13]=4[C:14]#[N:15])[CH2:9][CH2:8][C:4]=3[N:5]=[CH:6][N:7]=2)=[CH:26][N:25]=1)([CH3:23])[CH3:22], predict the reactants needed to synthesize it. The reactants are: Cl[C:2]1[C:3]2[CH2:11][N:10]([C:12]3[CH:19]=[CH:18][C:17]([CH3:20])=[CH:16][C:13]=3[C:14]#[N:15])[CH2:9][CH2:8][C:4]=2[N:5]=[CH:6][N:7]=1.[CH:21]([C:24]1[N:29]=[CH:28][C:27]([CH2:30][NH2:31])=[CH:26][N:25]=1)([CH3:23])[CH3:22].C(N(CC)C(C)C)(C)C.